Dataset: Reaction yield outcomes from USPTO patents with 853,638 reactions. Task: Predict the reaction yield, written as a fraction of the theoretical maximum amount of product (1.0 means a 100% yield; for example, 0.34 means a 34% yield). (1) The reactants are [N+:1]([C:4]1[C:13]2[NH:12][C:11](=[O:14])[CH2:10][O:9][C:8]=2[CH:7]=[CH:6][CH:5]=1)([O-])=O. The catalyst is [Pd].O1CCCC1. The product is [NH2:1][C:4]1[C:13]2[NH:12][C:11](=[O:14])[CH2:10][O:9][C:8]=2[CH:7]=[CH:6][CH:5]=1. The yield is 1.00. (2) The reactants are [CH:1]1[C:14]2[N:13]([CH2:15][CH2:16][OH:17])[C:12]3[C:7](=[CH:8][CH:9]=[CH:10][CH:11]=3)[O:6][C:5]=2[CH:4]=[CH:3][CH:2]=1.C(N(CC)CC)C.[CH3:25][S:26](Cl)(=[O:28])=[O:27].O. The catalyst is ClCCl. The product is [CH3:25][S:26]([O:17][CH2:16][CH2:15][N:13]1[C:14]2[CH:1]=[CH:2][CH:3]=[CH:4][C:5]=2[O:6][C:7]2[C:12]1=[CH:11][CH:10]=[CH:9][CH:8]=2)(=[O:28])=[O:27]. The yield is 0.920.